This data is from Catalyst prediction with 721,799 reactions and 888 catalyst types from USPTO. The task is: Predict which catalyst facilitates the given reaction. Reactant: [CH3:1][C:2]1[CH:7]=[CH:6][CH:5]=[CH:4][C:3]=1[C:8]1[N:12]([S:13]([C:16]2[CH:21]=[CH:20][CH:19]=[C:18]([S:22]([CH3:25])(=[O:24])=[O:23])[CH:17]=2)(=[O:15])=[O:14])[CH:11]=[C:10]([CH:26]=O)[CH:9]=1.CO.[CH3:30][NH2:31].[BH4-].[Na+].[ClH:34].C(=O)([O-])O.[Na+]. Product: [ClH:34].[CH3:30][NH:31][CH2:26][C:10]1[CH:9]=[C:8]([C:3]2[CH:4]=[CH:5][CH:6]=[CH:7][C:2]=2[CH3:1])[N:12]([S:13]([C:16]2[CH:21]=[CH:20][CH:19]=[C:18]([S:22]([CH3:25])(=[O:23])=[O:24])[CH:17]=2)(=[O:15])=[O:14])[CH:11]=1. The catalyst class is: 5.